The task is: Predict the reaction yield, written as a fraction of the theoretical maximum amount of product (1.0 means a 100% yield; for example, 0.34 means a 34% yield).. This data is from Reaction yield outcomes from USPTO patents with 853,638 reactions. (1) The reactants are [Br:1][C:2]1[N:3]=[C:4]2[C:10]([C:11]([OH:13])=O)=[CH:9][N:8]([CH2:14][O:15][CH2:16][CH2:17][Si:18]([CH3:21])([CH3:20])[CH3:19])[C:5]2=[N:6][CH:7]=1.FC(F)(F)C(O)=O.[NH2:29][C@H:30]([C:41]([CH3:44])([CH3:43])[CH3:42])[C:31]([N:33]1[CH2:38][CH2:37][CH:36]([C:39]#[N:40])[CH2:35][CH2:34]1)=[O:32].C(Cl)CCl.C1C=CC2N(O)N=NC=2C=1.CCN(C(C)C)C(C)C. The catalyst is CN(C=O)C. The product is [C:39]([CH:36]1[CH2:37][CH2:38][N:33]([C:31]([C@H:30]([NH:29][C:11]([C:10]2[C:4]3[C:5](=[N:6][CH:7]=[C:2]([Br:1])[N:3]=3)[N:8]([CH2:14][O:15][CH2:16][CH2:17][Si:18]([CH3:21])([CH3:20])[CH3:19])[CH:9]=2)=[O:13])[C:41]([CH3:43])([CH3:42])[CH3:44])=[O:32])[CH2:34][CH2:35]1)#[N:40]. The yield is 0.590. (2) The reactants are [CH3:1][S:2][C:3]1[CH:8]=[CH:7][C:6]([CH2:9][C:10]([OH:12])=[O:11])=[CH:5][CH:4]=1.S(=O)(=O)(O)O.[CH3:18]O. No catalyst specified. The product is [CH3:18][O:11][C:10](=[O:12])[CH2:9][C:6]1[CH:5]=[CH:4][C:3]([S:2][CH3:1])=[CH:8][CH:7]=1. The yield is 0.980. (3) The reactants are [O:1]=[S:2]1(=[O:27])[C:6]2[CH:7]=[C:8]([S:11]([N:14]3[C:18]([C:19]4[CH:24]=[CH:23][CH:22]=[CH:21][CH:20]=4)=[CH:17][C:16]([CH:25]=O)=[CH:15]3)(=[O:13])=[O:12])[CH:9]=[CH:10][C:5]=2[CH2:4][CH2:3]1.CO.[CH3:30][NH2:31].[BH4-].[Na+]. No catalyst specified. The product is [O:1]=[S:2]1(=[O:27])[C:6]2[CH:7]=[C:8]([S:11]([N:14]3[C:18]([C:19]4[CH:24]=[CH:23][CH:22]=[CH:21][CH:20]=4)=[CH:17][C:16]([CH2:25][NH:31][CH3:30])=[CH:15]3)(=[O:13])=[O:12])[CH:9]=[CH:10][C:5]=2[CH2:4][CH2:3]1. The yield is 0.650. (4) The catalyst is CO.O.O.[O-][W]([O-])(=O)=O.[Na+].[Na+]. The product is [CH:1]([NH:4][CH2:5][C:6]([CH3:7])([S:8]([C:9]1[CH:18]=[CH:17][C:12]2[N:13]=[C:14]([NH2:16])[S:15][C:11]=2[CH:10]=1)(=[O:24])=[O:28])[CH3:19])([CH3:3])[CH3:2]. The yield is 0.400. The reactants are [CH:1]([NH:4][CH2:5][C:6]([CH3:19])([S:8][C:9]1[CH:18]=[CH:17][C:12]2[N:13]=[C:14]([NH2:16])[S:15][C:11]=2[CH:10]=1)[CH3:7])([CH3:3])[CH3:2].Cl.OO.C(=O)([O-])[OH:24].[Na+].[OH2:28].